Task: Regression. Given two drug SMILES strings and cell line genomic features, predict the synergy score measuring deviation from expected non-interaction effect.. Dataset: NCI-60 drug combinations with 297,098 pairs across 59 cell lines (1) Drug 1: C1CCN(CC1)CCOC2=CC=C(C=C2)C(=O)C3=C(SC4=C3C=CC(=C4)O)C5=CC=C(C=C5)O. Drug 2: N.N.Cl[Pt+2]Cl. Cell line: RXF 393. Synergy scores: CSS=3.45, Synergy_ZIP=-0.967, Synergy_Bliss=0.824, Synergy_Loewe=1.21, Synergy_HSA=0.842. (2) Cell line: T-47D. Drug 1: C1=C(C(=O)NC(=O)N1)F. Synergy scores: CSS=37.1, Synergy_ZIP=-6.47, Synergy_Bliss=-7.55, Synergy_Loewe=-6.32, Synergy_HSA=-5.45. Drug 2: C1=CC(=CC=C1CC(C(=O)O)N)N(CCCl)CCCl.Cl. (3) Drug 2: C1=NNC2=C1C(=O)NC=N2. Cell line: SK-MEL-28. Drug 1: CCN(CC)CCNC(=O)C1=C(NC(=C1C)C=C2C3=C(C=CC(=C3)F)NC2=O)C. Synergy scores: CSS=1.44, Synergy_ZIP=-1.40, Synergy_Bliss=-4.33, Synergy_Loewe=-1.67, Synergy_HSA=-3.37. (4) Drug 1: C1=C(C(=O)NC(=O)N1)F. Drug 2: C1C(C(OC1N2C=C(C(=O)NC2=O)F)CO)O. Cell line: MOLT-4. Synergy scores: CSS=61.5, Synergy_ZIP=0.271, Synergy_Bliss=-2.08, Synergy_Loewe=-1.22, Synergy_HSA=2.58. (5) Synergy scores: CSS=45.5, Synergy_ZIP=4.20, Synergy_Bliss=5.34, Synergy_Loewe=6.31, Synergy_HSA=8.87. Drug 1: COC1=C(C=C2C(=C1)N=CN=C2NC3=CC(=C(C=C3)F)Cl)OCCCN4CCOCC4. Drug 2: CC1=C2C(C(=O)C3(C(CC4C(C3C(C(C2(C)C)(CC1OC(=O)C(C(C5=CC=CC=C5)NC(=O)OC(C)(C)C)O)O)OC(=O)C6=CC=CC=C6)(CO4)OC(=O)C)O)C)O. Cell line: KM12.